Dataset: Full USPTO retrosynthesis dataset with 1.9M reactions from patents (1976-2016). Task: Predict the reactants needed to synthesize the given product. (1) The reactants are: Br[C:2]1[CH:3]=[C:4]([F:20])[C:5]([O:10][C:11]2[CH:16]=[CH:15][C:14]([C:17]#[N:18])=[C:13]([Cl:19])[CH:12]=2)=[C:6]([CH:9]=1)[C:7]#[N:8].[CH2:21]([SH:28])[C:22]1[CH:27]=[CH:26][CH:25]=[CH:24][CH:23]=1. Given the product [CH2:21]([S:28][C:2]1[CH:3]=[C:4]([F:20])[C:5]([O:10][C:11]2[CH:16]=[CH:15][C:14]([C:17]#[N:18])=[C:13]([Cl:19])[CH:12]=2)=[C:6]([CH:9]=1)[C:7]#[N:8])[C:22]1[CH:27]=[CH:26][CH:25]=[CH:24][CH:23]=1, predict the reactants needed to synthesize it. (2) Given the product [Cl:1][C:2]1[CH:3]=[C:4]([CH2:17][NH:18][C:24](=[O:25])[O:23][C:20]([CH3:22])([CH3:21])[CH3:19])[C:5]2[N:9]=[CH:8][N:7]([CH:10]3[CH2:15][CH2:14][CH2:13][CH2:12][O:11]3)[C:6]=2[CH:16]=1, predict the reactants needed to synthesize it. The reactants are: [Cl:1][C:2]1[CH:3]=[C:4]([CH2:17][NH2:18])[C:5]2[N:9]=[CH:8][N:7]([CH:10]3[CH2:15][CH2:14][CH2:13][CH2:12][O:11]3)[C:6]=2[CH:16]=1.[CH3:19][C:20]([O:23][C:24](O[C:24]([O:23][C:20]([CH3:22])([CH3:21])[CH3:19])=[O:25])=[O:25])([CH3:22])[CH3:21]. (3) Given the product [CH:12]([F:21])([O:17][CH:18]([F:20])[F:19])[C:13]([F:16])([F:15])[F:14].[FH:3], predict the reactants needed to synthesize it. The reactants are: C(Cl)(OC(F)F)C(F)(F)[F:3].Cl.[CH:12]([F:21])([O:17][CH:18]([F:20])[F:19])[C:13]([F:16])([F:15])[F:14]. (4) Given the product [CH:13]1([C@H:12]([NH:17][C:18]2[N:26]=[CH:25][N:24]=[C:23]3[C:19]=2[N:20]([CH2:35][C:36]2[CH:37]=[CH:38][C:39]([C:42]([F:43])([F:45])[F:44])=[CH:40][CH:41]=2)[C:21]([C:28]2[CH:33]=[CH:32][CH:31]=[C:30]([CH3:34])[CH:29]=2)=[N:22]3)[CH2:11][CH2:10][CH2:9][OH:8])[CH2:16][CH2:15][CH2:14]1, predict the reactants needed to synthesize it. The reactants are: [Si]([O:8][CH2:9][CH2:10][CH2:11][C@@H:12]([NH:17][C:18]1[N:26]=[C:25](Cl)[N:24]=[C:23]2[C:19]=1[N:20]([CH2:35][C:36]1[CH:41]=[CH:40][C:39]([C:42]([F:45])([F:44])[F:43])=[CH:38][CH:37]=1)[C:21]([C:28]1[CH:33]=[CH:32][CH:31]=[C:30]([CH3:34])[CH:29]=1)=[N:22]2)[CH:13]1[CH2:16][CH2:15][CH2:14]1)(C(C)(C)C)(C)C. (5) Given the product [C:7]([C:6]1[CH:9]=[C:2]([NH:1][C:31]([N:22]2[CH2:23][CH2:24][C:25]3[C:30](=[CH:29][CH:28]=[CH:27][CH:26]=3)[C@H:21]2[C:18]2[CH:19]=[CH:20][C:15]([C:14]([F:43])([F:13])[F:44])=[CH:16][CH:17]=2)=[O:32])[CH:3]=[CH:4][C:5]=1[F:10])#[N:8], predict the reactants needed to synthesize it. The reactants are: [NH2:1][C:2]1[CH:3]=[CH:4][C:5]([F:10])=[C:6]([CH:9]=1)[C:7]#[N:8].[H-].[Na+].[F:13][C:14]([F:44])([F:43])[C:15]1[CH:20]=[CH:19][C:18]([C@@H:21]2[C:30]3[C:25](=[CH:26][CH:27]=[CH:28][CH:29]=3)[CH2:24][CH2:23][N:22]2[C:31](OC2C=CC([N+]([O-])=O)=CC=2)=[O:32])=[CH:17][CH:16]=1.O.